This data is from NCI-60 drug combinations with 297,098 pairs across 59 cell lines. The task is: Regression. Given two drug SMILES strings and cell line genomic features, predict the synergy score measuring deviation from expected non-interaction effect. (1) Drug 1: C1CCN(CC1)CCOC2=CC=C(C=C2)C(=O)C3=C(SC4=C3C=CC(=C4)O)C5=CC=C(C=C5)O. Drug 2: C1=CC(=C2C(=C1NCCNCCO)C(=O)C3=C(C=CC(=C3C2=O)O)O)NCCNCCO. Cell line: SK-OV-3. Synergy scores: CSS=53.6, Synergy_ZIP=4.12, Synergy_Bliss=2.87, Synergy_Loewe=-16.5, Synergy_HSA=2.84. (2) Drug 1: C1=NNC2=C1C(=O)NC=N2. Drug 2: COC1=C2C(=CC3=C1OC=C3)C=CC(=O)O2. Cell line: SK-MEL-5. Synergy scores: CSS=2.45, Synergy_ZIP=-1.20, Synergy_Bliss=-2.27, Synergy_Loewe=-0.973, Synergy_HSA=-2.17.